From a dataset of Full USPTO retrosynthesis dataset with 1.9M reactions from patents (1976-2016). Predict the reactants needed to synthesize the given product. (1) Given the product [CH3:5][C:6]1[CH2:11][CH2:10][CH2:9][C:8]2([CH2:2][CH2:1]2)[CH:7]=1, predict the reactants needed to synthesize it. The reactants are: [CH2:1]([Mg]Br)[CH3:2].[CH3:5][C:6]1[CH2:11][CH2:10][CH2:9][C:8](=O)[CH:7]=1.[NH4+].[Cl-]. (2) Given the product [Cl:1][C:2]1[CH:3]=[N:4][N:5]([CH:11]([CH3:13])[CH3:12])[C:6]=1[C:7]([OH:9])=[O:8], predict the reactants needed to synthesize it. The reactants are: [Cl:1][C:2]1[CH:3]=[N:4][N:5]([CH:11]([CH3:13])[CH3:12])[C:6]=1[C:7]([O:9]C)=[O:8].Cl. (3) The reactants are: CC1C=C[C:5]([NH:21][C:22]([C:24]2[CH:25]=[CH:26][C:27](CN3CCN(C)CC3)=[CH:28][CH:29]=2)=O)=[CH:6][C:7]=1[NH:8][C:9]1[N:10]=CC=C(C2C=CC=NC=2)N=1.C(O)[C:39](N)([CH2:42][OH:43])[CH2:40][OH:41].Cl.C(N(CC(O)=O)CC(O)=O)C[N:49](CC(O)=O)CC(O)=O.[Cl-].[Na+].[O-]P(OP([O-])([O-])=O)(=O)[O-].[Na+].[Na+].[Na+].[Na+].[F-].[Na+].CCC(C[O:90][C:91]([C:104]([N:106]([CH2:108]C[NH+](C)C)C)=[O:105])(C1C=CC=CC=1)C1C=CC=CC=1)CC.[Cl-].C1(CS(F)(=O)=O)C=CC=CC=1.C[C@H](NC(C[C@H](O)[C@@H](NC([C@@H](NC([C@@H](NC(CC(C)C)=O)C(C)C)=O)C(C)C)=O)CC(C)C)=O)C(N[C@H]([C@@H](O)CC(O)=O)CC(C)C)=O.CC(C[C@H](NC(C)=O)C(N[C@H](C(N[C@H](C(O)=O)CCCN=C(N)N)=O)CC(C)C)=O)C. Given the product [CH2:22]([NH:21][C:5]1[C:6]2[N:49]=[CH:108][N:106]([C:7]=2[N:8]=[CH:9][N:10]=1)[C@@H:104]1[O:105][C@H:39]([CH2:40][OH:41])[C@@H:42]([OH:43])[C@H:91]1[OH:90])[C:24]1[CH:29]=[CH:28][CH:27]=[CH:26][CH:25]=1, predict the reactants needed to synthesize it. (4) Given the product [Br:1][C:2]1[N:6]2[N:7]=[C:8]([NH:16][CH2:15][CH2:14][O:13][CH3:12])[CH:9]=[CH:10][C:5]2=[N:4][CH:3]=1, predict the reactants needed to synthesize it. The reactants are: [Br:1][C:2]1[N:6]2[N:7]=[C:8](Cl)[CH:9]=[CH:10][C:5]2=[N:4][CH:3]=1.[CH3:12][O:13][CH2:14][CH2:15][NH2:16]. (5) Given the product [F:35][C:32]([C:26]1[CH:27]=[N:28][C:29]2[CH2:30][CH2:31][N:22]([C:20]([C@@:4]3([CH:1]([CH3:2])[CH3:3])[CH2:8][CH2:7][CH:6]([N:9]4[CH2:10][CH2:11][CH:12]([CH2:15][C:16]([OH:18])=[O:17])[CH2:13][CH2:14]4)[CH2:5]3)=[O:21])[CH2:23][C:24]=2[CH:25]=1)([F:33])[CH3:39], predict the reactants needed to synthesize it. The reactants are: [CH:1]([C@:4]1([C:20]([N:22]2[CH2:31][CH2:30][C:29]3[N:28]=[CH:27][C:26]([C:32]([F:35])(F)[F:33])=[CH:25][C:24]=3[CH2:23]2)=[O:21])[CH2:8][CH2:7][CH:6]([N:9]2[CH2:14][CH2:13][CH:12]([CH2:15][C:16]([O:18]C)=[O:17])[CH2:11][CH2:10]2)[CH2:5]1)([CH3:3])[CH3:2].[OH-].[Li+].Cl.[CH3:39]O.